From a dataset of Forward reaction prediction with 1.9M reactions from USPTO patents (1976-2016). Predict the product of the given reaction. Given the reactants [C:1]([C:4]1[CH:9]=[CH:8][CH:7]=[CH:6][C:5]=1[NH:10][C:11]([C:13]1[C:14]([CH3:20])=[N:15][N:16]([CH3:19])[C:17]=1[F:18])=[O:12])(=[O:3])[CH3:2].[CH2:21]([Mg]Cl)[CH:22](C)[CH3:23].[C:27]1(C)C=CC=CC=1.[Cl-].[NH4+], predict the reaction product. The product is: [F:18][C:17]1[N:16]([CH3:19])[N:15]=[C:14]([CH3:20])[C:13]=1[C:11]([NH:10][C:5]1[CH:6]=[CH:7][CH:8]=[CH:9][C:4]=1[C:1]([OH:3])([CH3:27])[CH2:2][CH:22]([CH3:23])[CH3:21])=[O:12].